Predict the reactants needed to synthesize the given product. From a dataset of Full USPTO retrosynthesis dataset with 1.9M reactions from patents (1976-2016). (1) The reactants are: [F:1][C:2]1[CH:3]=[C:4]([CH:8]=[C:9]([F:12])[C:10]=1[F:11])[C:5](O)=[O:6].Cl.[CH3:14][NH:15][O:16][CH3:17].C1C=CC2N(O)N=NC=2C=1. Given the product [F:1][C:2]1[CH:3]=[C:4]([CH:8]=[C:9]([F:12])[C:10]=1[F:11])[C:5]([N:15]([O:16][CH3:17])[CH3:14])=[O:6], predict the reactants needed to synthesize it. (2) Given the product [ClH:37].[CH3:1][S:2]([C:5]1[CH:6]=[CH:7][C:8]([C:11]2[S:15][C:14]3[CH:16]=[C:17]([OH:20])[CH:18]=[CH:19][C:13]=3[C:12]=2[O:21][C:22]2[CH:27]=[CH:26][C:25]([O:28][CH2:29][CH2:30][N:31]3[CH2:36][CH2:35][CH2:34][CH2:33][CH2:32]3)=[CH:24][CH:23]=2)=[CH:9][CH:10]=1)(=[O:3])=[O:4], predict the reactants needed to synthesize it. The reactants are: [CH3:1][S:2]([C:5]1[CH:10]=[CH:9][C:8]([C:11]2[S:15][C:14]3[CH:16]=[C:17]([OH:20])[CH:18]=[CH:19][C:13]=3[C:12]=2[O:21][C:22]2[CH:27]=[CH:26][C:25]([O:28][CH2:29][CH2:30][N:31]3[CH2:36][CH2:35][CH2:34][CH2:33][CH2:32]3)=[CH:24][CH:23]=2)=[CH:7][CH:6]=1)(=[O:4])=[O:3].[ClH:37].